Dataset: Merck oncology drug combination screen with 23,052 pairs across 39 cell lines. Task: Regression. Given two drug SMILES strings and cell line genomic features, predict the synergy score measuring deviation from expected non-interaction effect. (1) Cell line: NCIH23. Drug 1: O=C(CCCCCCC(=O)Nc1ccccc1)NO. Drug 2: COC1=C2CC(C)CC(OC)C(O)C(C)C=C(C)C(OC(N)=O)C(OC)C=CC=C(C)C(=O)NC(=CC1=O)C2=O. Synergy scores: synergy=-48.0. (2) Drug 1: CCC1=CC2CN(C1)Cc1c([nH]c3ccccc13)C(C(=O)OC)(c1cc3c(cc1OC)N(C)C1C(O)(C(=O)OC)C(OC(C)=O)C4(CC)C=CCN5CCC31C54)C2. Drug 2: Cn1c(=O)n(-c2ccc(C(C)(C)C#N)cc2)c2c3cc(-c4cnc5ccccc5c4)ccc3ncc21. Cell line: MDAMB436. Synergy scores: synergy=26.0. (3) Drug 1: NC(=O)c1cccc2cn(-c3ccc(C4CCCNC4)cc3)nc12. Drug 2: NC1(c2ccc(-c3nc4ccn5c(=O)[nH]nc5c4cc3-c3ccccc3)cc2)CCC1. Cell line: DLD1. Synergy scores: synergy=5.90. (4) Drug 1: Cn1nnc2c(C(N)=O)ncn2c1=O. Drug 2: CC(C)CC(NC(=O)C(Cc1ccccc1)NC(=O)c1cnccn1)B(O)O. Cell line: NCIH520. Synergy scores: synergy=-22.7. (5) Drug 1: NC1(c2ccc(-c3nc4ccn5c(=O)[nH]nc5c4cc3-c3ccccc3)cc2)CCC1. Drug 2: O=C(NOCC(O)CO)c1ccc(F)c(F)c1Nc1ccc(I)cc1F. Cell line: NCIH23. Synergy scores: synergy=23.2.